From a dataset of Reaction yield outcomes from USPTO patents with 853,638 reactions. Predict the reaction yield, written as a fraction of the theoretical maximum amount of product (1.0 means a 100% yield; for example, 0.34 means a 34% yield). (1) The product is [NH2:9][C:8]1[C:7]([O:12][CH3:13])=[N:6][C:5]([NH:14][CH2:15][CH2:16][C:17]#[N:18])=[N:4][C:3]=1[O:2][CH3:1]. The yield is 0.990. The reactants are [CH3:1][O:2][C:3]1[C:8]([N+:9]([O-])=O)=[C:7]([O:12][CH3:13])[N:6]=[C:5]([NH:14][CH2:15][CH2:16][C:17]#[N:18])[N:4]=1.C([O-])=O.[NH4+]. The catalyst is C(O)C.[OH-].[Pd+2].[OH-]. (2) The reactants are [Cl:1][C:2]1[C:11]([CH:12]=[O:13])=[CH:10][C:9]2[C:4](=[CH:5][CH:6]=[C:7]([O:14][CH3:15])[CH:8]=2)[N:3]=1.CO.[BH4-].[Na+].CC(C)=O. The catalyst is C(OCC)(=O)C.O. The product is [Cl:1][C:2]1[C:11]([CH2:12][OH:13])=[CH:10][C:9]2[C:4](=[CH:5][CH:6]=[C:7]([O:14][CH3:15])[CH:8]=2)[N:3]=1. The yield is 0.980. (3) The reactants are [CH3:1][C@:2]12[C@@:19]3([CH3:20])[C@@H:10]([C@:11]4([CH3:33])[C@@H:16]([CH2:17][CH2:18]3)[C:15]([CH3:22])([CH3:21])[C:14]([C:23]3[CH:32]=[CH:31][C:26]([C:27]([O:29][CH3:30])=[O:28])=[CH:25][CH:24]=3)=[CH:13][CH2:12]4)[CH2:9][CH2:8][C@@H:7]1[C@H:6]1[C@H:34]([C:37]([CH3:39])=[CH2:38])[CH2:35][CH2:36][C@:5]1([NH:40][CH2:41][CH2:42][N:43]1[CH2:48][CH2:47][NH:46][CH2:45][CH2:44]1)[CH2:4][CH2:3]2.C(N(C(C)C)C(C)C)C.[CH3:58][N:59]([CH3:65])[C:60](=[O:64])[C:61](O)=[O:62]. The catalyst is ClCCl.O. The product is [CH3:58][N:59]([CH3:65])[C:60](=[O:64])[C:61]([N:46]1[CH2:45][CH2:44][N:43]([CH2:42][CH2:41][NH:40][C@:5]23[CH2:36][CH2:35][C@@H:34]([C:37]([CH3:39])=[CH2:38])[C@@H:6]2[C@@H:7]2[C@@:2]([CH3:1])([CH2:3][CH2:4]3)[C@@:19]3([CH3:20])[C@@H:10]([C@:11]4([CH3:33])[C@@H:16]([CH2:17][CH2:18]3)[C:15]([CH3:21])([CH3:22])[C:14]([C:23]3[CH:32]=[CH:31][C:26]([C:27]([O:29][CH3:30])=[O:28])=[CH:25][CH:24]=3)=[CH:13][CH2:12]4)[CH2:9][CH2:8]2)[CH2:48][CH2:47]1)=[O:62]. The yield is 0.700. (4) The reactants are [CH3:1][C:2]([C:7]1[CH:12]=[CH:11][C:10]([N+:13]([O-])=O)=[CH:9][CH:8]=1)([CH2:5][OH:6])[CH2:3][OH:4]. The catalyst is C(O)C.[Pd]. The product is [NH2:13][C:10]1[CH:9]=[CH:8][C:7]([C:2]([CH3:1])([CH2:5][OH:6])[CH2:3][OH:4])=[CH:12][CH:11]=1. The yield is 0.970. (5) The reactants are [C:1]1([C:7]2[C:15]3[C:10](=[CH:11][C:12]([C:16]([OH:18])=[O:17])=[CH:13][CH:14]=3)[NH:9][CH:8]=2)[CH2:6][CH2:5][CH2:4][CH2:3][CH:2]=1.C(NC(=NC(C)C)O[C:25]([CH3:28])([CH3:27])[CH3:26])(C)C.NC(=N)O. The catalyst is C(Cl)Cl. The product is [CH:1]1([C:7]2[C:15]3[C:10](=[CH:11][C:12]([C:16]([O:18][C:25]([CH3:28])([CH3:27])[CH3:26])=[O:17])=[CH:13][CH:14]=3)[NH:9][CH:8]=2)[CH2:6][CH2:5][CH2:4][CH2:3][CH2:2]1. The yield is 0.750. (6) The reactants are [CH3:1][N:2]1[C:6]2[CH:7]=[CH:8][CH:9]=[CH:10][C:5]=2[N:4]=[C:3]1[CH:11]=O.C([O-])(=O)C.[Na+].Cl.[NH2:19][OH:20]. The catalyst is O. The product is [CH3:1][N:2]1[C:6]2[CH:7]=[CH:8][CH:9]=[CH:10][C:5]=2[N:4]=[C:3]1[CH:11]=[N:19][OH:20]. The yield is 0.940. (7) The reactants are [OH:1][C:2]1[CH:11]=[CH:10][C:5]([C:6]([O:8][CH3:9])=[O:7])=[CH:4][C:3]=1[C:12]([O:14][CH3:15])=[O:13].C(Cl)Cl.C1(N([S:26]([C:29]([F:32])([F:31])[F:30])(=[O:28])=[O:27])[S:26]([C:29]([F:32])([F:31])[F:30])(=[O:28])=[O:27])C=CC=CC=1. The catalyst is CN(C1C=CN=CC=1)C. The product is [F:30][C:29]([F:32])([F:31])[S:26]([O:1][C:2]1[CH:11]=[CH:10][C:5]([C:6]([O:8][CH3:9])=[O:7])=[CH:4][C:3]=1[C:12]([O:14][CH3:15])=[O:13])(=[O:28])=[O:27]. The yield is 0.960. (8) The reactants are [CH3:13][O:12][C:10](=O)[C:9](N=N[C:9]([CH3:15])(C)[C:10]([O:12][CH3:13])=O)(C)[CH3:15].[OH2:17].C[C:19](=[O:22])[CH2:20]C. No catalyst specified. The product is [C:19]([O:22][CH:9]([CH3:15])[CH2:10][O:12][CH3:13])(=[O:17])[CH3:20]. The yield is 0.660. (9) The reactants are [C:1]([Br:4])(=[O:3])[CH3:2].[CH3:5][C:6]1[C:11]([CH3:12])=[C:10]([N+]([O-])=[O:14])[CH:9]=[CH:8][N+:7]=1[O-:16].C([O-])([O-])=O.[K+].[K+]. The catalyst is C(O)(=O)C. The product is [C:1]([O-:3])(=[O:14])[CH3:2].[Br:4][C:10]1[CH:9]=[CH:8][N+:7]([OH:16])=[C:6]([CH3:5])[C:11]=1[CH3:12]. The yield is 0.720. (10) The reactants are Cl.[NH2:2][C@@H:3]1[CH2:5][C@H:4]1[C:6]1[CH:11]=[CH:10][C:9]([NH:12][C:13](=[O:15])[CH3:14])=[CH:8][CH:7]=1.[CH:16]([CH:18]1[CH2:23][CH2:22][N:21]([C:24]([O:26][C:27]([CH3:30])([CH3:29])[CH3:28])=[O:25])[CH2:20][CH2:19]1)=O.[BH-](OC(C)=O)(OC(C)=O)OC(C)=O.[Na+].C([O-])(O)=O.[Na+]. The catalyst is ClCCl.CO. The product is [C:13]([NH:12][C:9]1[CH:10]=[CH:11][C:6]([C@@H:4]2[CH2:5][C@H:3]2[NH:2][CH2:16][CH:18]2[CH2:23][CH2:22][N:21]([C:24]([O:26][C:27]([CH3:28])([CH3:30])[CH3:29])=[O:25])[CH2:20][CH2:19]2)=[CH:7][CH:8]=1)(=[O:15])[CH3:14]. The yield is 0.585.